Dataset: Catalyst prediction with 721,799 reactions and 888 catalyst types from USPTO. Task: Predict which catalyst facilitates the given reaction. (1) Reactant: [C:1](OC)(=O)[C:2]([CH3:4])=O.[CH3:8][O:9][C:10](=[O:24])[C@H:11]([CH3:23])[NH:12][C:13]1[CH:18]=[CH:17][C:16]2[O:19][CH2:20][CH2:21][O:22][C:15]=2[CH:14]=1. Product: [CH2:8]([O:9][C:10](=[O:24])[C@H:11]([CH3:23])[NH:12][C:13]1[CH:18]=[CH:17][C:16]2[O:19][CH2:20][CH2:21][O:22][C:15]=2[CH:14]=1)[CH:2]([CH3:4])[CH3:1]. The catalyst class is: 619. (2) Reactant: [NH2:1][CH2:2][CH2:3][O:4][CH2:5][CH2:6][N:7]1[C:19]2[C:18]3[CH:17]=[CH:16][CH:15]=[CH:14][C:13]=3[N:12]=[C:11]([NH2:20])[C:10]=2[N:9]=[C:8]1[CH2:21][O:22][CH2:23][CH3:24].[CH:25]1([N:31]=[C:32]=[O:33])[CH2:30][CH2:29][CH2:28][CH2:27][CH2:26]1. Product: [NH2:20][C:11]1[C:10]2[N:9]=[C:8]([CH2:21][O:22][CH2:23][CH3:24])[N:7]([CH2:6][CH2:5][O:4][CH2:3][CH2:2][NH:1][C:32]([NH:31][CH:25]3[CH2:30][CH2:29][CH2:28][CH2:27][CH2:26]3)=[O:33])[C:19]=2[C:18]2[CH:17]=[CH:16][CH:15]=[CH:14][C:13]=2[N:12]=1. The catalyst class is: 2. (3) Reactant: Cl.[C:2]([C:6]1[CH:10]=[C:9]([CH2:11][NH2:12])[N:8]([C:13]2[CH:18]=[CH:17][CH:16]=[C:15]([O:19][CH3:20])[CH:14]=2)[N:7]=1)([CH3:5])([CH3:4])[CH3:3].C(N(CC)CC)C.[Si:28]([O:35][CH2:36][CH2:37][C:38]1[N:43]=[CH:42][C:41]([NH:44][C:45](=O)[O:46]C2C=CC=CC=2)=[CH:40][CH:39]=1)([C:31]([CH3:34])([CH3:33])[CH3:32])([CH3:30])[CH3:29]. Product: [C:2]([C:6]1[CH:10]=[C:9]([CH2:11][NH:12][C:45]([NH:44][C:41]2[CH:42]=[N:43][C:38]([CH2:37][CH2:36][O:35][Si:28]([C:31]([CH3:34])([CH3:33])[CH3:32])([CH3:30])[CH3:29])=[CH:39][CH:40]=2)=[O:46])[N:8]([C:13]2[CH:18]=[CH:17][CH:16]=[C:15]([O:19][CH3:20])[CH:14]=2)[N:7]=1)([CH3:5])([CH3:3])[CH3:4]. The catalyst class is: 4. (4) Product: [Cl:3][CH2:24][C:11]1[C:12]2[CH2:13][CH2:14][CH:15]([C:18]3[CH:23]=[CH:22][CH:21]=[CH:20][CH:19]=3)[CH2:16][C:17]=2[C:8]2=[N:7][C:6]([CH3:5])=[C:26]([CH3:27])[N:9]2[CH:10]=1. The catalyst class is: 4. Reactant: S(Cl)([Cl:3])=O.[CH3:5][C:6]1[N:7]=[C:8]2[C:17]3[CH2:16][CH:15]([C:18]4[CH:23]=[CH:22][CH:21]=[CH:20][CH:19]=4)[CH2:14][CH2:13][C:12]=3[C:11]([CH2:24]O)=[CH:10][N:9]2[C:26]=1[CH3:27].C(=O)(O)[O-].[Na+].O. (5) Reactant: [CH3:1][N:2]([CH3:6])[CH2:3][CH2:4][OH:5].F[C:8]1[CH:13]=[C:12]([C:14]([F:17])([F:16])[F:15])[CH:11]=[C:10]([N+:18]([O-:20])=[O:19])[CH:9]=1.C([O-])([O-])=O.[K+].[K+]. Product: [CH3:1][N:2]([CH3:6])[CH2:3][CH2:4][O:5][C:8]1[CH:13]=[C:12]([C:14]([F:16])([F:17])[F:15])[CH:11]=[C:10]([N+:18]([O-:20])=[O:19])[CH:9]=1. The catalyst class is: 3. (6) Reactant: Cl.[N:2]1([C:7]([C:9]2([NH2:15])[CH2:14][CH2:13][CH2:12][CH2:11][CH2:10]2)=O)[CH2:6][CH2:5][CH2:4][CH2:3]1.[H-].[H-].[H-].[H-].[Li+].[Al+3].[OH-].[Na+].S([O-])([O-])(=O)=O.[Na+].[Na+]. Product: [N:2]1([CH2:7][C:9]2([NH2:15])[CH2:10][CH2:11][CH2:12][CH2:13][CH2:14]2)[CH2:6][CH2:5][CH2:4][CH2:3]1. The catalyst class is: 1. (7) Reactant: [Br:1][C:2]1[CH:7]=[CH:6][CH:5]=[CH:4][C:3]=1[NH:8][C:9](=[O:17])[CH:10]([CH3:16])[C:11]([O:13]CC)=[O:12]. Product: [Br:1][C:2]1[CH:7]=[CH:6][CH:5]=[CH:4][C:3]=1[NH:8][C:9](=[O:17])[CH:10]([CH3:16])[C:11]([OH:13])=[O:12]. The catalyst class is: 1. (8) Reactant: C[O:2][C:3](=[O:23])[C:4]1[CH:9]=[C:8]([O:10][CH3:11])[C:7]([O:12][CH2:13][CH2:14][N:15]2[CH2:20][CH2:19][N:18]([CH3:21])[CH2:17][CH2:16]2)=[C:6]([Cl:22])[CH:5]=1. Product: [Cl:22][C:6]1[CH:5]=[C:4]([CH:9]=[C:8]([O:10][CH3:11])[C:7]=1[O:12][CH2:13][CH2:14][N:15]1[CH2:20][CH2:19][N:18]([CH3:21])[CH2:17][CH2:16]1)[C:3]([OH:23])=[O:2]. The catalyst class is: 821. (9) Reactant: Cl.[O:2]1[CH:6]=[CH:5][CH:4]=[C:3]1[CH2:7][NH:8][CH2:9][C:10]1[CH:15]=[CH:14][C:13]([S:16][C:17]([CH3:26])([CH3:25])[C:18]([O:20][C:21]([CH3:24])([CH3:23])[CH3:22])=[O:19])=[CH:12][CH:11]=1.CCN(C(C)C)C(C)C.C(N(CC)CC)C.Cl[C:44]1[CH:49]=[C:48]([O:50][C:51]2[CH:56]=[CH:55][CH:54]=[CH:53][CH:52]=2)[N:47]=[CH:46][N:45]=1. Product: [O:2]1[CH:6]=[CH:5][CH:4]=[C:3]1[CH2:7][N:8]([CH2:9][C:10]1[CH:15]=[CH:14][C:13]([S:16][C:17]([CH3:26])([CH3:25])[C:18]([O:20][C:21]([CH3:24])([CH3:23])[CH3:22])=[O:19])=[CH:12][CH:11]=1)[C:44]1[CH:49]=[C:48]([O:50][C:51]2[CH:56]=[CH:55][CH:54]=[CH:53][CH:52]=2)[N:47]=[CH:46][N:45]=1. The catalyst class is: 8.